This data is from Catalyst prediction with 721,799 reactions and 888 catalyst types from USPTO. The task is: Predict which catalyst facilitates the given reaction. (1) Reactant: [Cl:1][C:2]1[CH:7]=[CH:6][C:5]([C:8]2[C:9]([C:15]3[CH:20]=[CH:19][N:18]=[CH:17][CH:16]=3)=[N:10][C:11](=O)[NH:12][CH:13]=2)=[CH:4][CH:3]=1.O=P(Cl)(Cl)[Cl:23].C([O-])(O)=O.[Na+]. Product: [Cl:23][C:11]1[N:10]=[C:9]([C:15]2[CH:20]=[CH:19][N:18]=[CH:17][CH:16]=2)[C:8]([C:5]2[CH:6]=[CH:7][C:2]([Cl:1])=[CH:3][CH:4]=2)=[CH:13][N:12]=1. The catalyst class is: 6. (2) Reactant: C[O:2][C:3](=[O:34])[CH2:4][O:5][C:6]1[CH:15]=[CH:14][C:13]([F:16])=[C:12]2[C:7]=1[C:8]([CH3:33])=[C:9]([CH2:21][C:22]1[CH:27]=[CH:26][C:25]([S:28]([CH3:31])(=[O:30])=[O:29])=[CH:24][C:23]=1[Cl:32])[C:10]([O:17][CH:18]([F:20])[F:19])=[N:11]2.CO.[OH-].[Li+].O. Product: [Cl:32][C:23]1[CH:24]=[C:25]([S:28]([CH3:31])(=[O:29])=[O:30])[CH:26]=[CH:27][C:22]=1[CH2:21][C:9]1[C:10]([O:17][CH:18]([F:19])[F:20])=[N:11][C:12]2[C:7]([C:8]=1[CH3:33])=[C:6]([O:5][CH2:4][C:3]([OH:34])=[O:2])[CH:15]=[CH:14][C:13]=2[F:16]. The catalyst class is: 15. (3) Reactant: [NH2:1][C:2]1[CH:3]=[C:4]2[C:9](=[CH:10][CH:11]=1)[CH:8]=[C:7]([Br:12])[CH:6]=[CH:5]2.[Cl:13]NC(=O)CCC(N)=O. Product: [NH2:1][C:2]1[C:3]([Cl:13])=[C:4]2[C:9](=[CH:10][CH:11]=1)[CH:8]=[C:7]([Br:12])[CH:6]=[CH:5]2. The catalyst class is: 3. (4) Reactant: [Br:1]/[CH:2]=[C:3]1\[CH2:4][CH2:5][CH2:6][C@@:7]2([CH3:15])[C@H:11]\1[CH2:10][CH2:9][C@@H:8]2[C@@H:12](O)[CH3:13].C1(P(C2C=CC=CC=2)C2C=CC=CC=2)C=CC=CC=1.C(OC(N=NC(OCC)=O)=O)C. Product: [Br:1]/[CH:2]=[C:3]1/[C@H:11]2[C@:7]([CH3:15])([CH2:6][CH2:5][CH2:4]/1)/[C:8](=[CH:12]/[CH3:13])/[CH2:9][CH2:10]2. The catalyst class is: 7. (5) Reactant: [F:1][C:2]1[CH:3]=[C:4]([CH:8]=[CH:9][C:10]=1[C:11]([F:14])([F:13])[F:12])[C:5](Cl)=[O:6].[NH2:15][C:16]([CH3:32])([CH2:19][N:20]1[N:24]=[C:23]2[C:25]([Cl:31])=[CH:26][C:27]([Cl:30])=[C:28]([Cl:29])[C:22]2=[N:21]1)[C:17]#[N:18]. Product: [C:17]([C:16]([NH:15][C:5](=[O:6])[C:4]1[CH:8]=[CH:9][C:10]([C:11]([F:14])([F:13])[F:12])=[C:2]([F:1])[CH:3]=1)([CH3:32])[CH2:19][N:20]1[N:24]=[C:23]2[C:25]([Cl:31])=[CH:26][C:27]([Cl:30])=[C:28]([Cl:29])[C:22]2=[N:21]1)#[N:18]. The catalyst class is: 1. (6) Reactant: [N:1]1([CH2:6][C:7]2[NH:8][C:9]3[C:14]([CH:15]=2)=[CH:13][C:12]([CH2:16][OH:17])=[CH:11][CH:10]=3)[CH2:5][CH2:4][CH2:3][CH2:2]1. Product: [N:1]1([CH2:6][C:7]2[NH:8][C:9]3[C:14]([CH:15]=2)=[CH:13][C:12]([CH:16]=[O:17])=[CH:11][CH:10]=3)[CH2:5][CH2:4][CH2:3][CH2:2]1. The catalyst class is: 177.